From a dataset of Forward reaction prediction with 1.9M reactions from USPTO patents (1976-2016). Predict the product of the given reaction. Given the reactants Br[C:2]1[CH:12]=[C:11]([CH3:13])[C:5]2[N:6]([CH3:10])[C:7]([CH3:9])=[N:8][C:4]=2[CH:3]=1.[N-:14]=[N+:15]=[N-:16].[Na+].[Na].O=C1O[C@H]([C@H](CO)O)C(O)=C1O.C(O)C, predict the reaction product. The product is: [N:14]([C:2]1[CH:12]=[C:11]([CH3:13])[C:5]2[N:6]([CH3:10])[C:7]([CH3:9])=[N:8][C:4]=2[CH:3]=1)=[N+:15]=[N-:16].